Dataset: Forward reaction prediction with 1.9M reactions from USPTO patents (1976-2016). Task: Predict the product of the given reaction. Given the reactants [N+:1]([C:4]1[CH:5]=[C:6]([CH:10]=[CH:11][C:12]=1[N+:13]([O-:15])=[O:14])[C:7](Cl)=[O:8])([O-:3])=[O:2].[NH2:16][C:17]1[CH:22]=[CH:21][C:20]([C:23]#[N:24])=[CH:19][N:18]=1.N1C=CC=CC=1, predict the reaction product. The product is: [C:23]([C:20]1[CH:21]=[CH:22][C:17]([NH:16][C:7](=[O:8])[C:6]2[CH:10]=[CH:11][C:12]([N+:13]([O-:15])=[O:14])=[C:4]([N+:1]([O-:3])=[O:2])[CH:5]=2)=[N:18][CH:19]=1)#[N:24].